This data is from Peptide-MHC class II binding affinity with 134,281 pairs from IEDB. The task is: Regression. Given a peptide amino acid sequence and an MHC pseudo amino acid sequence, predict their binding affinity value. This is MHC class II binding data. (1) The peptide sequence is FNILTGKKITAHLKRHHHHHH. The MHC is DRB1_0404 with pseudo-sequence DRB1_0404. The binding affinity (normalized) is 0.545. (2) The peptide sequence is EAEPPFGESNIVIGI. The MHC is DRB1_0404 with pseudo-sequence DRB1_0404. The binding affinity (normalized) is 0.159. (3) The peptide sequence is CRSCTLPPLRYMGED. The MHC is DRB1_0701 with pseudo-sequence DRB1_0701. The binding affinity (normalized) is 0.119. (4) The peptide sequence is YLKFLANVSTVLTGK. The MHC is DRB1_1602 with pseudo-sequence DRB1_1602. The binding affinity (normalized) is 0.829. (5) The peptide sequence is CGYKDVDKPPFDGMT. The MHC is DRB1_0802 with pseudo-sequence DRB1_0802. The binding affinity (normalized) is 0. (6) The peptide sequence is AFKVAATAANAAPAY. The MHC is DRB1_0901 with pseudo-sequence DRB1_0901. The binding affinity (normalized) is 0.755. (7) The peptide sequence is TLWQRPLVTIKIGGQLIEAL. The MHC is DRB1_1302 with pseudo-sequence DRB1_1302. The binding affinity (normalized) is 0.325. (8) The peptide sequence is EHGSDEWVAMTKGEGGVWTF. The MHC is DRB1_0301 with pseudo-sequence DRB1_0301. The binding affinity (normalized) is 0. (9) The binding affinity (normalized) is 0.0821. The MHC is HLA-DPA10201-DPB11401 with pseudo-sequence HLA-DPA10201-DPB11401. The peptide sequence is GAQLGELYYAIYKAS. (10) The peptide sequence is LMTGGVTLVRKNRWL. The MHC is DRB1_1301 with pseudo-sequence DRB1_1301. The binding affinity (normalized) is 0.872.